This data is from Catalyst prediction with 721,799 reactions and 888 catalyst types from USPTO. The task is: Predict which catalyst facilitates the given reaction. (1) Reactant: [O:1]=[C:2]1[O:6][CH2:5][C@:4]2([CH2:10][CH2:9][C@H:8]([C:11]3[CH:12]=[C:13]4[C:18](=[CH:19][CH:20]=3)[CH2:17][C@@H:16]([CH2:21][CH2:22][CH:23]=[O:24])[CH2:15][CH2:14]4)[CH2:7]2)[NH:3]1.[BH4-].[Na+]. The catalyst class is: 412. Product: [OH:24][CH2:23][CH2:22][CH2:21][C@H:16]1[CH2:15][CH2:14][C:13]2[CH:12]=[C:11]([C@H:8]3[CH2:9][CH2:10][C@@:4]4([NH:3][C:2](=[O:1])[O:6][CH2:5]4)[CH2:7]3)[CH:20]=[CH:19][C:18]=2[CH2:17]1. (2) The catalyst class is: 4. Reactant: [F:1][C:2]1[CH:7]=[CH:6][C:5]([NH:8][C:9]([C:11]2([C:14]([NH:16][C:17]3[CH:22]=[CH:21][C:20]([O:23][C:24]4[C:33]5[C:28](=[CH:29][C:30]([OH:36])=[C:31]([O:34][CH3:35])[CH:32]=5)[N:27]=[CH:26][N:25]=4)=[C:19]([F:37])[CH:18]=3)=[O:15])[CH2:13][CH2:12]2)=[O:10])=[CH:4][CH:3]=1.O[CH2:39][CH2:40][CH2:41][N:42]1[CH2:47][CH2:46][O:45][CH2:44][CH2:43]1.C1(P(C2C=CC=CC=2)C2C=CC=CC=2)C=CC=CC=1.N(C(OC(C)C)=O)=NC(OC(C)C)=O. Product: [F:37][C:19]1[CH:18]=[C:17]([NH:16][C:14]([C:11]2([C:9]([NH:8][C:5]3[CH:4]=[CH:3][C:2]([F:1])=[CH:7][CH:6]=3)=[O:10])[CH2:13][CH2:12]2)=[O:15])[CH:22]=[CH:21][C:20]=1[O:23][C:24]1[C:33]2[C:28](=[CH:29][C:30]([O:36][CH2:39][CH2:40][CH2:41][N:42]3[CH2:47][CH2:46][O:45][CH2:44][CH2:43]3)=[C:31]([O:34][CH3:35])[CH:32]=2)[N:27]=[CH:26][N:25]=1. (3) Reactant: [CH3:1][C:2]([CH3:17])([O:4][C:5]([NH:7][CH:8]([C:12]([CH3:16])([CH3:15])[CH:13]=[CH2:14])[C:9]([OH:11])=O)=[O:6])[CH3:3].CN(C(ON1N=NC2C=CC=NC1=2)=[N+](C)C)C.[B-](F)(F)(F)F.CCN(C(C)C)C(C)C.[CH2:49]([NH:52][CH2:53][C:54]1[CH:59]=[CH:58][C:57]([O:60][CH3:61])=[CH:56][C:55]=1[O:62][CH3:63])[CH:50]=[CH2:51]. Product: [C:2]([O:4][C:5](=[O:6])[NH:7][CH:8]([C:9](=[O:11])[N:52]([CH2:49][CH:50]=[CH2:51])[CH2:53][C:54]1[CH:59]=[CH:58][C:57]([O:60][CH3:61])=[CH:56][C:55]=1[O:62][CH3:63])[C:12]([CH3:16])([CH3:15])[CH:13]=[CH2:14])([CH3:1])([CH3:3])[CH3:17]. The catalyst class is: 9. (4) Reactant: Cl[C:2]1[N:7]=[C:6]([NH:8][CH:9]2[CH2:15][CH2:14][CH2:13][CH2:12][NH:11][C:10]2=[O:16])[C:5]([Cl:17])=[CH:4][N:3]=1.[NH2:18][C:19]1[C:24]([F:25])=[CH:23][C:22]([C:26]2[CH:31]=[CH:30][C:29]([C:32]([NH:34][CH3:35])=[O:33])=[CH:28][CH:27]=2)=[C:21]([CH3:36])[CH:20]=1.C(O)(C(F)(F)F)=O. Product: [Cl:17][C:5]1[C:6]([NH:8][CH:9]2[CH2:15][CH2:14][CH2:13][CH2:12][NH:11][C:10]2=[O:16])=[N:7][C:2]([NH:18][C:19]2[C:24]([F:25])=[CH:23][C:22]([C:26]3[CH:27]=[CH:28][C:29]([C:32]([NH:34][CH3:35])=[O:33])=[CH:30][CH:31]=3)=[C:21]([CH3:36])[CH:20]=2)=[N:3][CH:4]=1. The catalyst class is: 41. (5) Reactant: C(NC(C)C)(C)C.C([Li])CCC.[CH:13]([NH:26][S:27]([C:30]1[CH:31]=[CH:32][C:33]2[CH:37]=[CH:36][S:35][C:34]=2[CH:38]=1)(=[O:29])=[O:28])([C:20]1[CH:25]=[CH:24][CH:23]=[CH:22][CH:21]=1)[C:14]1[CH:19]=[CH:18][CH:17]=[CH:16][CH:15]=1.C(OB(OC(C)C)OC(C)C)(C)C.C(=O)([O-])[O-].[Na+].[Na+].[Cl:58][C:59]1[N:64]=[C:63](Cl)[C:62]([CH3:66])=[CH:61][N:60]=1. Product: [CH:13]([NH:26][S:27]([C:30]1[CH:31]=[CH:32][C:33]2[CH:37]=[C:36]([C:61]3[C:62]([CH3:66])=[CH:63][N:64]=[C:59]([Cl:58])[N:60]=3)[S:35][C:34]=2[CH:38]=1)(=[O:29])=[O:28])([C:14]1[CH:15]=[CH:16][CH:17]=[CH:18][CH:19]=1)[C:20]1[CH:25]=[CH:24][CH:23]=[CH:22][CH:21]=1. The catalyst class is: 20. (6) Reactant: [CH3:1][S:2]([CH2:5][CH2:6][CH2:7][O:8][C:9]1[CH:17]=[CH:16][CH:15]=[C:14]2[C:10]=1[CH:11]=[CH:12][N:13]2[C:18]1[CH:23]=[CH:22][N:21]=[C:20]([NH:24][CH:25]2[CH2:30][CH2:29][CH:28]([C:31]([O-])=[O:32])[CH2:27][CH2:26]2)[N:19]=1)(=[O:4])=[O:3].[Na+].[N:35]1[CH:36]=[CH:37][N:38]2[CH2:43][CH2:42][NH:41][CH2:40][C:39]=12.CCN(C(C)C)C(C)C.C1COCC1. Product: [N:35]1[CH:36]=[CH:37][N:38]2[CH2:43][CH2:42][N:41]([C:31]([CH:28]3[CH2:29][CH2:30][CH:25]([NH:24][C:20]4[N:19]=[C:18]([N:13]5[C:14]6[C:10](=[C:9]([O:8][CH2:7][CH2:6][CH2:5][S:2]([CH3:1])(=[O:4])=[O:3])[CH:17]=[CH:16][CH:15]=6)[CH:11]=[CH:12]5)[CH:23]=[CH:22][N:21]=4)[CH2:26][CH2:27]3)=[O:32])[CH2:40][C:39]=12. The catalyst class is: 44. (7) Reactant: C(O)(=O)C.[Cl:5][C:6]1[CH:7]=[C:8]([C:13]2([C:27]([F:30])([F:29])[F:28])[O:17][N:16]=[C:15]([C:18]3[CH:19]=[C:20]([N+:24]([O-])=O)[CH:21]=[CH:22][CH:23]=3)[CH2:14]2)[CH:9]=[C:10]([Cl:12])[CH:11]=1. Product: [Cl:5][C:6]1[CH:7]=[C:8]([C:13]2([C:27]([F:29])([F:28])[F:30])[O:17][N:16]=[C:15]([C:18]3[CH:19]=[C:20]([CH:21]=[CH:22][CH:23]=3)[NH2:24])[CH2:14]2)[CH:9]=[C:10]([Cl:12])[CH:11]=1. The catalyst class is: 186. (8) Product: [C:15]1([C:13]2[N:10]=[C:6]3[CH:7]=[CH:8][C:9]4[O:1][CH2:2][CH2:3][C:4]=4[N:5]3[CH:12]=2)[CH:20]=[CH:19][CH:18]=[CH:17][CH:16]=1. The catalyst class is: 8. Reactant: [O:1]1[C:9]2[C:4](=[N:5][C:6]([NH2:10])=[CH:7][CH:8]=2)[CH2:3][CH2:2]1.Br[CH2:12][C:13]([C:15]1[CH:20]=[CH:19][CH:18]=[CH:17][CH:16]=1)=O.C(=O)([O-])[O-].[Na+].[Na+].